Dataset: Peptide-MHC class I binding affinity with 185,985 pairs from IEDB/IMGT. Task: Regression. Given a peptide amino acid sequence and an MHC pseudo amino acid sequence, predict their binding affinity value. This is MHC class I binding data. (1) The MHC is HLA-B35:01 with pseudo-sequence HLA-B35:01. The peptide sequence is SPYNSQNAV. The binding affinity (normalized) is 0.125. (2) The peptide sequence is KVSCTILAAV. The MHC is HLA-A02:03 with pseudo-sequence HLA-A02:03. The binding affinity (normalized) is 0.631. (3) The peptide sequence is ITANPVVTK. The MHC is HLA-A03:01 with pseudo-sequence HLA-A03:01. The binding affinity (normalized) is 0.732. (4) The peptide sequence is YRYLRHGKL. The MHC is HLA-B07:02 with pseudo-sequence HLA-B07:02. The binding affinity (normalized) is 0.0847. (5) The peptide sequence is CSKILDLCY. The MHC is HLA-A30:01 with pseudo-sequence HLA-A30:01. The binding affinity (normalized) is 0.112. (6) The peptide sequence is EMRQKHSQAV. The MHC is HLA-A68:02 with pseudo-sequence HLA-A68:02. The binding affinity (normalized) is 0.423.